From a dataset of Catalyst prediction with 721,799 reactions and 888 catalyst types from USPTO. Predict which catalyst facilitates the given reaction. (1) Reactant: [Cl:1][C:2]1[CH:7]=[CH:6][C:5]([CH:8]2[C:13]([C:14]([OH:16])=O)=[C:12]([CH3:17])[NH:11][C:10](=[O:18])[NH:9]2)=[C:4]([F:19])[CH:3]=1.[F:20][C:21]1[CH:22]=[C:23]([NH:28][C:29]2[C:37]3[C:32](=[CH:33][CH:34]=[C:35]([NH2:38])[CH:36]=3)[NH:31][N:30]=2)[CH:24]=[C:25]([F:27])[CH:26]=1.C1CN([P+](Br)(N2CCCC2)N2CCCC2)CC1.F[P-](F)(F)(F)(F)F.C(N(C(C)C)CC)(C)C. Product: [F:20][C:21]1[CH:22]=[C:23]([NH:28][C:29]2[C:37]3[C:32](=[CH:33][CH:34]=[C:35]([NH:38][C:14]([C:13]4[CH:8]([C:5]5[CH:6]=[CH:7][C:2]([Cl:1])=[CH:3][C:4]=5[F:19])[NH:9][C:10](=[O:18])[NH:11][C:12]=4[CH3:17])=[O:16])[CH:36]=3)[NH:31][N:30]=2)[CH:24]=[C:25]([F:27])[CH:26]=1. The catalyst class is: 2. (2) Reactant: [Cl:1][C:2]1[CH:7]=[CH:6][C:5]([NH:8][C:9]([NH:11][C:12]2[CH:17]=[C:16]([C:18]([F:21])([F:20])[F:19])[CH:15]=[C:14]([O:22]COC)[CH:13]=2)=[O:10])=[CH:4][C:3]=1[C:26]([F:29])([F:28])[F:27].C(OCC)(=O)C. Product: [Cl:1][C:2]1[CH:7]=[CH:6][C:5]([NH:8][C:9]([NH:11][C:12]2[CH:17]=[C:16]([C:18]([F:20])([F:21])[F:19])[CH:15]=[C:14]([OH:22])[CH:13]=2)=[O:10])=[CH:4][C:3]=1[C:26]([F:27])([F:28])[F:29]. The catalyst class is: 601. (3) Reactant: O1CCCCC1[O:7][NH:8][C:9](=[O:24])[CH:10]([CH2:15][C:16]1[CH:21]=[CH:20][C:19]([F:22])=[C:18]([CH3:23])[CH:17]=1)[CH2:11][CH2:12][CH2:13][CH3:14].FC(F)(F)C(O)=O. Product: [OH:7][NH:8][C:9](=[O:24])[CH:10]([CH2:15][C:16]1[CH:21]=[CH:20][C:19]([F:22])=[C:18]([CH3:23])[CH:17]=1)[CH2:11][CH2:12][CH2:13][CH3:14]. The catalyst class is: 4. (4) Reactant: [Ca].[C:2]1([C@H:12]([NH:14][C@H:15]2[CH2:19][CH2:18][N:17]([C:20]3[N:25]=[CH:24][CH:23]=[CH:22][N:21]=3)[CH2:16]2)[CH3:13])[C:11]2[C:6](=[CH:7][CH:8]=[CH:9][CH:10]=2)[CH:5]=[CH:4][CH:3]=1.[ClH:26]. Product: [ClH:26].[ClH:26].[C:2]1([C@H:12]([NH:14][C@H:15]2[CH2:19][CH2:18][N:17]([C:20]3[N:21]=[CH:22][CH:23]=[CH:24][N:25]=3)[CH2:16]2)[CH3:13])[C:11]2[C:6](=[CH:7][CH:8]=[CH:9][CH:10]=2)[CH:5]=[CH:4][CH:3]=1. The catalyst class is: 13. (5) Reactant: Br[C:2]1[N:3]=[C:4]([NH:23][CH2:24][CH:25]([CH3:27])[CH3:26])[C:5]2[N:6]([C:8]([C:11]3[CH:22]=[CH:21][C:14]([C:15]([NH:17][CH:18]4[CH2:20][CH2:19]4)=[O:16])=[CH:13][CH:12]=3)=[CH:9][N:10]=2)[CH:7]=1.[C-:28]#[N:29]. Product: [C:28]([C:2]1[N:3]=[C:4]([NH:23][CH2:24][CH:25]([CH3:26])[CH3:27])[C:5]2[N:6]([C:8]([C:11]3[CH:22]=[CH:21][C:14]([C:15]([NH:17][CH:18]4[CH2:20][CH2:19]4)=[O:16])=[CH:13][CH:12]=3)=[CH:9][N:10]=2)[CH:7]=1)#[N:29]. The catalyst class is: 3. (6) Reactant: [CH3:1][S:2]([C:5]1[CH:6]=[C:7]([NH:11][C:12]2[C:17]3[C:18](=[O:21])[NH:19][CH2:20][C:16]=3[CH:15]=[C:14]([NH:22][C@@H:23]3[CH2:27][CH2:26][CH2:25][C@@H:24]3[NH:28]C(=O)OC(C)(C)C)[N:13]=2)[CH:8]=[CH:9][CH:10]=1)(=[O:4])=[O:3].Cl. Product: [NH2:28][C@H:24]1[CH2:25][CH2:26][CH2:27][C@H:23]1[NH:22][C:14]1[N:13]=[C:12]([NH:11][C:7]2[CH:8]=[CH:9][CH:10]=[C:5]([S:2]([CH3:1])(=[O:4])=[O:3])[CH:6]=2)[C:17]2[C:18](=[O:21])[NH:19][CH2:20][C:16]=2[CH:15]=1. The catalyst class is: 52. (7) Reactant: [O:1]=[C:2]1[NH:10][C:5]2=[N:6][CH:7]=[CH:8][CH:9]=[C:4]2[C@:3]21[CH2:43][C:13]1[CH:14]=[C:15]3[C:20](=[CH:21][C:12]=1[CH2:11]2)[N:19]=[CH:18][C:17]([CH2:22][NH:23][C@H:24]([C:37]1[CH:42]=[CH:41][CH:40]=[CH:39][CH:38]=1)[CH2:25][CH2:26][NH:27][C:28]1([C:33]([O:35]C)=[O:34])[CH2:32][CH2:31][CH2:30][CH2:29]1)=[CH:16]3.O([Si](C)(C)C)[K:45]. Product: [O:1]=[C:2]1[NH:10][C:5]2=[N:6][CH:7]=[CH:8][CH:9]=[C:4]2[C@:3]21[CH2:43][C:13]1[CH:14]=[C:15]3[C:20](=[CH:21][C:12]=1[CH2:11]2)[N:19]=[CH:18][C:17]([CH2:22][NH:23][C@H:24]([C:37]1[CH:38]=[CH:39][CH:40]=[CH:41][CH:42]=1)[CH2:25][CH2:26][NH:27][C:28]1([C:33]([O-:35])=[O:34])[CH2:29][CH2:30][CH2:31][CH2:32]1)=[CH:16]3.[K+:45]. The catalyst class is: 1.